Dataset: Full USPTO retrosynthesis dataset with 1.9M reactions from patents (1976-2016). Task: Predict the reactants needed to synthesize the given product. (1) Given the product [CH2:18]([S:19]([NH:1][CH2:2][CH2:3][NH:4][C:5](=[O:11])[O:6][C:7]([CH3:8])([CH3:10])[CH3:9])(=[O:21])=[O:20])[C:12]1[CH:17]=[CH:16][CH:15]=[CH:14][CH:13]=1, predict the reactants needed to synthesize it. The reactants are: [NH2:1][CH2:2][CH2:3][NH:4][C:5](=[O:11])[O:6][C:7]([CH3:10])([CH3:9])[CH3:8].[C:12]1([CH2:18][S:19](Cl)(=[O:21])=[O:20])[CH:17]=[CH:16][CH:15]=[CH:14][CH:13]=1. (2) Given the product [CH2:26]([O:28][CH:29]([N:31]1[CH:35]=[C:34]([C:9]2[C:10]3[CH:17]=[CH:16][N:15]([CH2:18][O:19][CH2:20][CH2:21][Si:22]([CH3:25])([CH3:24])[CH3:23])[C:11]=3[N:12]=[CH:13][N:14]=2)[CH:33]=[N:32]1)[CH3:30])[CH3:27], predict the reactants needed to synthesize it. The reactants are: O.C(=O)([O-])[O-].[K+].[K+].Cl[C:9]1[C:10]2[CH:17]=[CH:16][N:15]([CH2:18][O:19][CH2:20][CH2:21][Si:22]([CH3:25])([CH3:24])[CH3:23])[C:11]=2[N:12]=[CH:13][N:14]=1.[CH2:26]([O:28][CH:29]([N:31]1[CH:35]=[C:34](B2OC(C)(C)C(C)(C)O2)[CH:33]=[N:32]1)[CH3:30])[CH3:27]. (3) Given the product [F:19][C:20]([F:22])([F:21])[C:9]1[NH:10][C:11]2[C:12](=[O:13])[N:1]([CH3:2])[C:3](=[O:4])[N:5]([CH3:6])[C:7]=2[N:8]=1, predict the reactants needed to synthesize it. The reactants are: [N:1]1([C:12](=[O:13])[C:11]2[NH:10][CH:9]=[N:8][C:7]=2[N:5]([CH3:6])[C:3]1=[O:4])[CH3:2].S(=O)(=O)(O)O.[F:19][C:20](I)([F:22])[F:21].OO.